The task is: Predict the reactants needed to synthesize the given product.. This data is from Full USPTO retrosynthesis dataset with 1.9M reactions from patents (1976-2016). (1) The reactants are: C(OC(=O)[NH:7][CH2:8][CH2:9][CH2:10][CH2:11][CH2:12][C:13](=[O:21])[NH:14][C:15]1[CH:16]=[N:17][CH:18]=[CH:19][CH:20]=1)(C)(C)C.[ClH:23]. Given the product [ClH:23].[ClH:23].[NH2:7][CH2:8][CH2:9][CH2:10][CH2:11][CH2:12][C:13]([NH:14][C:15]1[CH:16]=[N:17][CH:18]=[CH:19][CH:20]=1)=[O:21], predict the reactants needed to synthesize it. (2) Given the product [CH2:17]([N:11]1[C:12]2[C:7](=[C:6]([OH:31])[C:5]([C:3]([NH:32][CH2:33][C:34]([OH:36])=[O:35])=[O:4])=[N:14][C:13]=2[C:15]#[N:16])[CH:8]=[C:9]([C:25]2[CH:30]=[CH:29][CH:28]=[CH:27][CH:26]=2)[C:10]1=[O:24])[C:18]1[CH:19]=[CH:20][CH:21]=[CH:22][CH:23]=1, predict the reactants needed to synthesize it. The reactants are: CO[C:3]([C:5]1[C:6]([OH:31])=[C:7]2[C:12](=[C:13]([C:15]#[N:16])[N:14]=1)[N:11]([CH2:17][C:18]1[CH:23]=[CH:22][CH:21]=[CH:20][CH:19]=1)[C:10](=[O:24])[C:9]([C:25]1[CH:30]=[CH:29][CH:28]=[CH:27][CH:26]=1)=[CH:8]2)=[O:4].[NH2:32][CH2:33][C:34]([OH:36])=[O:35].C[O-].[Na+]. (3) The reactants are: [NH2:1][C:2]1[CH:11]=[CH:10][C:9]([CH2:12][N:13]([CH2:25][C:26]2[CH:31]=[CH:30][C:29]([Cl:32])=[C:28]([Cl:33])[CH:27]=2)[S:14]([C:17]2[CH:22]=[CH:21][CH:20]=[CH:19][C:18]=2[O:23][CH3:24])(=[O:16])=[O:15])=[CH:8][C:3]=1[C:4]([O:6][CH3:7])=[O:5].Cl[C:35]([C:37]([O:39][CH3:40])=[O:38])=[O:36]. Given the product [CH3:40][O:39][C:37]([C:35](=[O:36])[NH:1][C:2]1[CH:11]=[CH:10][C:9]([CH2:12][N:13]([CH2:25][C:26]2[CH:31]=[CH:30][C:29]([Cl:32])=[C:28]([Cl:33])[CH:27]=2)[S:14]([C:17]2[CH:22]=[CH:21][CH:20]=[CH:19][C:18]=2[O:23][CH3:24])(=[O:16])=[O:15])=[CH:8][C:3]=1[C:4]([O:6][CH3:7])=[O:5])=[O:38], predict the reactants needed to synthesize it. (4) Given the product [F:1][C:2]1[CH:7]=[CH:6][C:5]([CH:8]([C:11]2[CH:12]=[N:13][C:14]([N:17]3[CH2:22][CH2:21][NH:20][CH2:19][CH2:18]3)=[N:15][CH:16]=2)[CH2:9][OH:10])=[CH:4][CH:3]=1, predict the reactants needed to synthesize it. The reactants are: [F:1][C:2]1[CH:7]=[CH:6][C:5]([CH:8]([C:11]2[CH:12]=[N:13][C:14]([N:17]3[CH2:22][CH2:21][N:20](C(OC(C)(C)C)=O)[CH2:19][CH2:18]3)=[N:15][CH:16]=2)[CH2:9][OH:10])=[CH:4][CH:3]=1.Cl.O1CCOCC1.